From a dataset of Full USPTO retrosynthesis dataset with 1.9M reactions from patents (1976-2016). Predict the reactants needed to synthesize the given product. (1) Given the product [CH3:1][O:2][C:3]([C:5]1[CH:13]=[C:12]2[C:8]([C:9]([CH:24]3[CH2:29][CH2:28][CH2:27][CH2:26][CH2:25]3)=[C:10]([C:42]3[CH:43]=[C:44]4[C:39](=[CH:40][CH:41]=3)[N:38]=[CH:37][C:36]([C:30]3[CH:35]=[CH:34][CH:33]=[CH:32][CH:31]=3)=[CH:45]4)[N:11]2[CH2:14][C:15]([N:17]2[CH2:22][CH2:21][O:20][CH2:19][CH2:18]2)=[O:16])=[CH:7][CH:6]=1)=[O:4], predict the reactants needed to synthesize it. The reactants are: [CH3:1][O:2][C:3]([C:5]1[CH:13]=[C:12]2[C:8]([C:9]([CH:24]3[CH2:29][CH2:28][CH2:27][CH2:26][CH2:25]3)=[C:10](Br)[N:11]2[CH2:14][C:15]([N:17]2[CH2:22][CH2:21][O:20][CH2:19][CH2:18]2)=[O:16])=[CH:7][CH:6]=1)=[O:4].[C:30]1([C:36]2[CH:37]=[N:38][C:39]3[C:44]([CH:45]=2)=[CH:43][C:42](B(O)O)=[CH:41][CH:40]=3)[CH:35]=[CH:34][CH:33]=[CH:32][CH:31]=1.C([O-])(O)=O.[Na+]. (2) Given the product [CH3:1][N:2]1[CH:10]=[C:9]2[C:4]([CH:5]=[CH:6][C:7]3[CH2:13][CH2:12][C:11](=[CH:14][CH2:15][NH:16][C:24](=[O:27])[CH2:25][CH3:26])[C:8]=32)=[N:3]1, predict the reactants needed to synthesize it. The reactants are: [CH3:1][N:2]1[CH:10]=[C:9]2[C:4]([CH:5]=[CH:6][C:7]3[CH2:13][CH2:12][C:11](=[CH:14][CH2:15][NH2:16])[C:8]=32)=[N:3]1.C(N(CC)CC)C.[C:24](O[C:24](=[O:27])[CH2:25][CH3:26])(=[O:27])[CH2:25][CH3:26]. (3) Given the product [Cl:38][C:39]1[C:40]([C:49]([F:51])([F:50])[F:52])=[N:41][N:42]([CH2:45][C:46]([N:35]2[CH2:36][CH2:37][N:32]([C:29]3[CH:28]=[CH:27][C:26]([CH3:25])=[CH:31][CH:30]=3)[CH2:33][CH2:34]2)=[O:47])[C:43]=1[CH3:44], predict the reactants needed to synthesize it. The reactants are: CN(C(ON1N=NC2C=CC=NC1=2)=[N+](C)C)C.F[P-](F)(F)(F)(F)F.[CH3:25][C:26]1[CH:31]=[CH:30][C:29]([N:32]2[CH2:37][CH2:36][NH:35][CH2:34][CH2:33]2)=[CH:28][CH:27]=1.[Cl:38][C:39]1[C:40]([C:49]([F:52])([F:51])[F:50])=[N:41][N:42]([CH2:45][C:46](O)=[O:47])[C:43]=1[CH3:44]. (4) Given the product [N:20]([CH:8]1[CH2:9][C:2]([CH3:19])([CH3:1])[CH2:3][N:4]([S:10]([C:13]2[CH:18]=[CH:17][CH:16]=[CH:15][N:14]=2)(=[O:12])=[O:11])[CH2:5][CH:6]1[OH:7])=[N+:21]=[N-:22], predict the reactants needed to synthesize it. The reactants are: [CH3:1][C:2]1([CH3:19])[CH2:9][CH:8]2[CH:6]([O:7]2)[CH2:5][N:4]([S:10]([C:13]2[CH:18]=[CH:17][CH:16]=[CH:15][N:14]=2)(=[O:12])=[O:11])[CH2:3]1.[N-:20]=[N+:21]=[N-:22].[Na+].[NH4+].[Cl-]. (5) Given the product [CH3:2][C@@H:1]([OH:3])[C:4]1[CH:9]=[CH:8][CH:7]=[CH:6][CH:5]=1, predict the reactants needed to synthesize it. The reactants are: [C:1]([C:4]1[CH:9]=[CH:8][CH:7]=[CH:6][CH:5]=1)(=[O:3])[CH3:2].[OH-].[K+]. (6) Given the product [CH3:11][O:10][C:4]1[C:5]([O:8][CH3:9])=[N:6][CH:7]=[C:2]([CH:3]=1)[C:13]#[N:14], predict the reactants needed to synthesize it. The reactants are: Br[C:2]1[CH:3]=[C:4]([O:10][CH3:11])[C:5]([O:8][CH3:9])=[N:6][CH:7]=1.[Cu][C:13]#[N:14]. (7) Given the product [Cl:1][C:2]1[S:6][C:5]([C:7]([CH:13]2[CH2:16][CH2:15][CH2:14]2)([CH3:12])[C:8]([O:10][CH:11]2[CH2:23][CH2:22][N:21]([CH3:24])[CH2:20][CH2:19]2)=[O:9])=[CH:4][CH:3]=1, predict the reactants needed to synthesize it. The reactants are: [Cl:1][C:2]1[S:6][C:5]([C:7]([CH:13]2[CH2:16][CH2:15][CH2:14]2)([CH3:12])[C:8]([O:10][CH3:11])=[O:9])=[CH:4][CH:3]=1.OC1[CH2:23][CH2:22][N:21]([CH3:24])[CH2:20][CH2:19]1. (8) Given the product [CH3:15][O:16][C:17]1[CH:18]=[C:19]([CH:23]=[CH:24][CH:25]=1)[C:20]([NH:1][CH:2]1[CH2:3][CH2:4][N:5]([C:8]([O:10][C:11]([CH3:14])([CH3:13])[CH3:12])=[O:9])[CH2:6][CH2:7]1)=[O:21], predict the reactants needed to synthesize it. The reactants are: [NH2:1][CH:2]1[CH2:7][CH2:6][N:5]([C:8]([O:10][C:11]([CH3:14])([CH3:13])[CH3:12])=[O:9])[CH2:4][CH2:3]1.[CH3:15][O:16][C:17]1[CH:18]=[C:19]([CH:23]=[CH:24][CH:25]=1)[C:20](O)=[O:21].C1C=CC2N(O)N=NC=2C=1.CCN=C=NCCCN(C)C.Cl. (9) Given the product [OH:30][CH:27]([C:24]1([C:16]2[O:15][N:14]=[C:13]([C:10]3[CH:9]=[CH:8][C:7]([OH:6])=[CH:12][CH:11]=3)[C:17]=2[C:18]2[CH:23]=[CH:22][CH:21]=[CH:20][CH:19]=2)[CH2:26][CH2:25]1)[CH2:28][CH3:29], predict the reactants needed to synthesize it. The reactants are: C([Si](C)(C)[O:6][C:7]1[CH:12]=[CH:11][C:10]([C:13]2[C:17]([C:18]3[CH:23]=[CH:22][CH:21]=[CH:20][CH:19]=3)=[C:16]([C:24]3([CH:27]([OH:30])[CH2:28][CH3:29])[CH2:26][CH2:25]3)[O:15][N:14]=2)=[CH:9][CH:8]=1)(C)(C)C.O.[F-].C([N+](CCCC)(CCCC)CCCC)CCC.[Cl-].[NH4+].C(OCC)(=O)C.